From a dataset of Catalyst prediction with 721,799 reactions and 888 catalyst types from USPTO. Predict which catalyst facilitates the given reaction. Reactant: [F:1][C:2]1[CH:10]=[CH:9][C:8]([C:11]#[N:12])=[C:7]2[C:3]=1[C:4]([CH:13]=O)=[CH:5][NH:6]2.C1(P(=[CH:34][C:35]([O:37][CH2:38][CH3:39])=[O:36])(C2C=CC=CC=2)C2C=CC=CC=2)C=CC=CC=1. Product: [C:11]([C:8]1[CH:9]=[CH:10][C:2]([F:1])=[C:3]2[C:7]=1[NH:6][CH:5]=[C:4]2/[CH:13]=[CH:34]/[C:35]([O:37][CH2:38][CH3:39])=[O:36])#[N:12]. The catalyst class is: 23.